From a dataset of Forward reaction prediction with 1.9M reactions from USPTO patents (1976-2016). Predict the product of the given reaction. (1) Given the reactants [NH2:1][C:2]1[C:6]([C:7]([O:9]CC)=[O:8])=[CH:5][NH:4][N:3]=1.[F:12][CH:13]([F:29])[C:14](=O)[CH2:15][C:16]([C:18]1[CH:23]=[CH:22][C:21]([C:24]([F:27])([F:26])[F:25])=[CH:20][CH:19]=1)=O.CO, predict the reaction product. The product is: [F:29][CH:13]([F:12])[C:14]1[N:3]2[N:4]=[CH:5][C:6]([C:7]([OH:9])=[O:8])=[C:2]2[N:1]=[C:16]([C:18]2[CH:23]=[CH:22][C:21]([C:24]([F:25])([F:26])[F:27])=[CH:20][CH:19]=2)[CH:15]=1. (2) Given the reactants [F:1][C:2]1[CH:35]=[C:34]([F:36])[C:33]([F:37])=[CH:32][C:3]=1[CH2:4][O:5][CH2:6][C@@H:7]1[CH2:11][C@@H:10]([S:12][C:13]([C:26]2[CH:31]=[CH:30][CH:29]=[CH:28][CH:27]=2)([C:20]2[CH:25]=[CH:24][CH:23]=[CH:22][CH:21]=2)[C:14]2[CH:19]=[CH:18][CH:17]=[CH:16][CH:15]=2)[CH2:9][NH:8]1.Cl[C:39]1[N:44]=[CH:43][CH:42]=[CH:41][N:40]=1.C(N(C(C)C)C(C)C)C, predict the reaction product. The product is: [F:1][C:2]1[CH:35]=[C:34]([F:36])[C:33]([F:37])=[CH:32][C:3]=1[CH2:4][O:5][CH2:6][C@@H:7]1[CH2:11][C@@H:10]([S:12][C:13]([C:20]2[CH:25]=[CH:24][CH:23]=[CH:22][CH:21]=2)([C:14]2[CH:15]=[CH:16][CH:17]=[CH:18][CH:19]=2)[C:26]2[CH:27]=[CH:28][CH:29]=[CH:30][CH:31]=2)[CH2:9][N:8]1[C:39]1[N:44]=[CH:43][CH:42]=[CH:41][N:40]=1.